Dataset: Peptide-MHC class I binding affinity with 185,985 pairs from IEDB/IMGT. Task: Regression. Given a peptide amino acid sequence and an MHC pseudo amino acid sequence, predict their binding affinity value. This is MHC class I binding data. (1) The peptide sequence is ASAHVRQSEY. The MHC is HLA-A26:01 with pseudo-sequence HLA-A26:01. The binding affinity (normalized) is 0.0650. (2) The peptide sequence is PHIPYRYNF. The MHC is Mamu-B17 with pseudo-sequence Mamu-B17. The binding affinity (normalized) is 0.284. (3) The peptide sequence is KTSGRGSCM. The MHC is HLA-B57:01 with pseudo-sequence HLA-B57:01. The binding affinity (normalized) is 0.0847. (4) The binding affinity (normalized) is 0.0847. The peptide sequence is WSILRQRCW. The MHC is HLA-A03:01 with pseudo-sequence HLA-A03:01. (5) The MHC is HLA-A26:01 with pseudo-sequence HLA-A26:01. The peptide sequence is GTEEIRSLY. The binding affinity (normalized) is 0.440. (6) The peptide sequence is QENEIYTYF. The MHC is HLA-B48:01 with pseudo-sequence HLA-B48:01. The binding affinity (normalized) is 0.0847. (7) The peptide sequence is IKVLVEHGF. The MHC is HLA-B15:01 with pseudo-sequence HLA-B15:01. The binding affinity (normalized) is 0.152. (8) The peptide sequence is GPKLGVCAT. The MHC is HLA-B07:02 with pseudo-sequence HLA-B07:02. The binding affinity (normalized) is 0.370. (9) The peptide sequence is TYIGSLPGK. The MHC is HLA-A03:01 with pseudo-sequence HLA-A03:01. The binding affinity (normalized) is 0.318. (10) The peptide sequence is VEITPYKPTW. The MHC is HLA-B07:02 with pseudo-sequence HLA-B07:02. The binding affinity (normalized) is 0.